From a dataset of Forward reaction prediction with 1.9M reactions from USPTO patents (1976-2016). Predict the product of the given reaction. Given the reactants [NH2:1][C:2]1[CH:3]=[CH:4][CH:5]=[C:6]2[C:11]=1[CH:10]=[C:9]([OH:12])[CH:8]=[CH:7]2.[Cl:13][CH2:14][C:15](Cl)=[O:16], predict the reaction product. The product is: [Cl:13][CH2:14][C:15]([NH:1][C:2]1[C:11]2[C:6](=[CH:7][CH:8]=[C:9]([OH:12])[CH:10]=2)[CH:5]=[CH:4][CH:3]=1)=[O:16].